From a dataset of NCI-60 drug combinations with 297,098 pairs across 59 cell lines. Regression. Given two drug SMILES strings and cell line genomic features, predict the synergy score measuring deviation from expected non-interaction effect. (1) Drug 1: C1CCC(C(C1)N)N.C(=O)(C(=O)[O-])[O-].[Pt+4]. Drug 2: CC12CCC3C(C1CCC2OP(=O)(O)O)CCC4=C3C=CC(=C4)OC(=O)N(CCCl)CCCl.[Na+]. Cell line: HT29. Synergy scores: CSS=44.7, Synergy_ZIP=1.94, Synergy_Bliss=3.89, Synergy_Loewe=-10.5, Synergy_HSA=1.31. (2) Synergy scores: CSS=36.4, Synergy_ZIP=-5.22, Synergy_Bliss=-10.9, Synergy_Loewe=-11.4, Synergy_HSA=-10.1. Cell line: UACC62. Drug 2: CCC(=C(C1=CC=CC=C1)C2=CC=C(C=C2)OCCN(C)C)C3=CC=CC=C3.C(C(=O)O)C(CC(=O)O)(C(=O)O)O. Drug 1: C1=C(C(=O)NC(=O)N1)F. (3) Drug 1: C1CC(=O)NC(=O)C1N2CC3=C(C2=O)C=CC=C3N. Drug 2: C1=CC(=CC=C1C#N)C(C2=CC=C(C=C2)C#N)N3C=NC=N3. Cell line: A498. Synergy scores: CSS=1.93, Synergy_ZIP=-1.60, Synergy_Bliss=-1.00, Synergy_Loewe=-1.65, Synergy_HSA=-1.60. (4) Drug 1: C1=C(C(=O)NC(=O)N1)F. Drug 2: C1=CC(=CC=C1C#N)C(C2=CC=C(C=C2)C#N)N3C=NC=N3. Cell line: IGROV1. Synergy scores: CSS=42.2, Synergy_ZIP=9.54, Synergy_Bliss=8.56, Synergy_Loewe=9.33, Synergy_HSA=9.98.